This data is from Full USPTO retrosynthesis dataset with 1.9M reactions from patents (1976-2016). The task is: Predict the reactants needed to synthesize the given product. (1) Given the product [Br:20][C:18]1[CH:17]=[CH:16][C:15]([O:21][CH3:22])=[C:14]([S:11]([NH:10][C:8]2[CH:7]=[N:6][CH:5]=[C:4]([CH:9]=2)[C:3]([NH:28][CH3:27])=[O:23])(=[O:12])=[O:13])[CH:19]=1, predict the reactants needed to synthesize it. The reactants are: CO[C:3](=[O:23])[C:4]1[CH:9]=[C:8]([NH:10][S:11]([C:14]2[CH:19]=[C:18]([Br:20])[CH:17]=[CH:16][C:15]=2[O:21][CH3:22])(=[O:13])=[O:12])[CH:7]=[N:6][CH:5]=1.C(O)C.[CH3:27][NH2:28]. (2) Given the product [CH:3]([C@@H:16]1[N:21]2[CH2:22][C@H:23]([O:25][CH3:1])[CH2:24][C@H:20]2[CH2:19][N:18]([C:26]([O:28][C:29]([CH3:32])([CH3:31])[CH3:30])=[O:27])[CH2:17]1)([C:10]1[CH:11]=[CH:12][CH:13]=[CH:14][CH:15]=1)[C:4]1[CH:9]=[CH:8][CH:7]=[CH:6][CH:5]=1, predict the reactants needed to synthesize it. The reactants are: [CH3:1]I.[CH:3]([C@@H:16]1[N:21]2[CH2:22][C@H:23]([OH:25])[CH2:24][C@H:20]2[CH2:19][N:18]([C:26]([O:28][C:29]([CH3:32])([CH3:31])[CH3:30])=[O:27])[CH2:17]1)([C:10]1[CH:15]=[CH:14][CH:13]=[CH:12][CH:11]=1)[C:4]1[CH:9]=[CH:8][CH:7]=[CH:6][CH:5]=1.[OH-].[Na+].O. (3) The reactants are: [CH2:1]([N:3]1[CH2:8][CH2:7][N:6]([C:9]2[CH:14]=[CH:13][C:12]([N+:15]([O-])=O)=[CH:11][N:10]=2)[CH2:5][CH2:4]1)[CH3:2].[H][H]. Given the product [CH2:1]([N:3]1[CH2:4][CH2:5][N:6]([C:9]2[N:10]=[CH:11][C:12]([NH2:15])=[CH:13][CH:14]=2)[CH2:7][CH2:8]1)[CH3:2], predict the reactants needed to synthesize it. (4) Given the product [I:18][C:3]1[CH:4]=[C:5]2[C:10](=[CH:11][C:2]=1[CH3:1])[N:9]=[CH:8][CH:7]=[N:6]2, predict the reactants needed to synthesize it. The reactants are: [CH3:1][C:2]1[CH:11]=[C:10]2[C:5]([N:6]=[CH:7][CH:8]=[N:9]2)=[CH:4][C:3]=1N.Cl.N([O-])=O.[Na+].[I-:18].[K+]. (5) Given the product [CH2:24]([NH:26][C:27]([C:28]1[CH:29]=[C:30]([F:44])[C:31]([CH3:43])=[C:32]([C:2]2[CH:10]=[C:9]3[C:5]([C:6]([N:11]4[CH2:16][CH2:15][N:14]([C:17]([O:19][C:20]([CH3:21])([CH3:23])[CH3:22])=[O:18])[CH2:13][CH2:12]4)=[N:7][NH:8]3)=[CH:4][CH:3]=2)[CH:33]=1)=[O:45])[CH3:25], predict the reactants needed to synthesize it. The reactants are: Br[C:2]1[CH:10]=[C:9]2[C:5]([C:6]([N:11]3[CH2:16][CH2:15][N:14]([C:17]([O:19][C:20]([CH3:23])([CH3:22])[CH3:21])=[O:18])[CH2:13][CH2:12]3)=[N:7][NH:8]2)=[CH:4][CH:3]=1.[CH2:24]([NH:26][C:27](=[O:45])[C:28]1[CH:33]=[C:32](B2OC(C)(C)C(C)(C)O2)[C:31]([CH3:43])=[C:30]([F:44])[CH:29]=1)[CH3:25].C(=O)([O-])O.[Na+].O. (6) Given the product [CH3:1][O:2][C:3](=[O:25])[CH2:4][C:5]1[CH:6]=[C:7]([C:13]2[CH:18]=[CH:17][C:16]([C:19]([F:22])([F:21])[F:20])=[CH:15][C:14]=2[CH2:23][NH:27][CH:28]2[CH2:36][C:35]3[C:30](=[CH:31][CH:32]=[CH:33][CH:34]=3)[CH2:29]2)[C:8]([O:11][CH3:12])=[CH:9][CH:10]=1, predict the reactants needed to synthesize it. The reactants are: [CH3:1][O:2][C:3](=[O:25])[CH2:4][C:5]1[CH:6]=[C:7]([C:13]2[CH:18]=[CH:17][C:16]([C:19]([F:22])([F:21])[F:20])=[CH:15][C:14]=2[CH:23]=O)[C:8]([O:11][CH3:12])=[CH:9][CH:10]=1.Cl.[NH2:27][CH:28]1[CH2:36][C:35]2[C:30](=[CH:31][CH:32]=[CH:33][CH:34]=2)[CH2:29]1. (7) Given the product [CH:11]12[CH2:20][CH:15]3[CH2:16][CH:17]([CH2:19][CH:13]([CH2:14]3)[CH:12]1[C:22]([OH:24])=[O:23])[CH2:18]2, predict the reactants needed to synthesize it. The reactants are: S(=O)(=O)(O)O.C(Cl)(Cl)(Cl)Cl.[CH:11]12[CH2:20][CH:15]3[CH2:16][CH:17]([CH2:19][CH:13]([CH2:14]3)[CH:12]1O)[CH2:18]2.[CH:22]([OH:24])=[O:23].